This data is from Full USPTO retrosynthesis dataset with 1.9M reactions from patents (1976-2016). The task is: Predict the reactants needed to synthesize the given product. (1) Given the product [Cl:1][C:2]1[CH:3]=[CH:4][C:5]2[NH:11][C:10](=[S:38])[C@@H:9]([CH2:13][C:14]([O:16][CH:17]([CH3:19])[CH3:18])=[O:15])[S:8][C@H:7]([C:20]3[CH:25]=[CH:24][CH:23]=[CH:22][C:21]=3[O:26][CH3:27])[C:6]=2[CH:28]=1, predict the reactants needed to synthesize it. The reactants are: [Cl:1][C:2]1[CH:3]=[CH:4][C:5]2[NH:11][C:10](=O)[C@@H:9]([CH2:13][C:14]([O:16][CH:17]([CH3:19])[CH3:18])=[O:15])[S:8][C@H:7]([C:20]3[CH:25]=[CH:24][CH:23]=[CH:22][C:21]=3[O:26][CH3:27])[C:6]=2[CH:28]=1.COC1C=CC(P2(SP(C3C=CC(OC)=CC=3)(=S)S2)=[S:38])=CC=1. (2) Given the product [F:30][C:31]([F:50])([F:49])[S:32]([O:28][C:23]1[CH:22]=[CH:21][C:20]([N:15]2[C:14](=[O:29])[C:13]3[C:8]([NH2:7])=[N:9][CH:10]=[N:11][C:12]=3[O:18][C@H:17]([CH3:19])[CH2:16]2)=[CH:27][C:24]=1[C:25]#[N:26])(=[O:34])=[O:33], predict the reactants needed to synthesize it. The reactants are: C(=O)([O-])[O-].[K+].[K+].[NH2:7][C:8]1[C:13]2[C:14](=[O:29])[N:15]([C:20]3[CH:21]=[CH:22][C:23]([OH:28])=[C:24]([CH:27]=3)[C:25]#[N:26])[CH2:16][C@@H:17]([CH3:19])[O:18][C:12]=2[N:11]=[CH:10][N:9]=1.[F:30][C:31]([F:50])([F:49])[S:32](N(C1C=CC=CC=1)[S:32]([C:31]([F:50])([F:49])[F:30])(=[O:34])=[O:33])(=[O:34])=[O:33]. (3) Given the product [Cl:8][C:4]1[N:2]([CH3:3])[N:13]=[C:14]([CH3:18])[C:15]=1[CH:16]=[O:17].[CH3:11][NH:12][NH2:13], predict the reactants needed to synthesize it. The reactants are: C[N:2]([CH:4]=O)[CH3:3].O=P(Cl)(Cl)[Cl:8].[CH3:11][N:12]1[C:16]([OH:17])=[CH:15][C:14]([CH3:18])=[N:13]1.[OH-].[Na+].